This data is from Reaction yield outcomes from USPTO patents with 853,638 reactions. The task is: Predict the reaction yield, written as a fraction of the theoretical maximum amount of product (1.0 means a 100% yield; for example, 0.34 means a 34% yield). The reactants are Cl.[F:2][C:3]1[CH:8]=[CH:7][C:6]([CH:9]([OH:23])[CH:10]([NH2:22])[CH2:11][C:12]2[CH:17]=[CH:16][C:15]([C:18]([F:21])([F:20])[F:19])=[CH:14][CH:13]=2)=[CH:5][CH:4]=1.[C:24]1([S:34](Cl)(=[O:36])=[O:35])[C:33]2[C:28](=[CH:29][CH:30]=[CH:31][CH:32]=2)[CH:27]=[CH:26][CH:25]=1.C(=O)([O-])O.[Na+]. The catalyst is C(OCC)(=O)C.O. The product is [F:2][C:3]1[CH:4]=[CH:5][C:6]([CH:9]([OH:23])[CH:10]([NH:22][S:34]([C:24]2[C:33]3[C:28](=[CH:29][CH:30]=[CH:31][CH:32]=3)[CH:27]=[CH:26][CH:25]=2)(=[O:36])=[O:35])[CH2:11][C:12]2[CH:17]=[CH:16][C:15]([C:18]([F:21])([F:20])[F:19])=[CH:14][CH:13]=2)=[CH:7][CH:8]=1. The yield is 0.500.